From a dataset of Forward reaction prediction with 1.9M reactions from USPTO patents (1976-2016). Predict the product of the given reaction. (1) Given the reactants [CH2:1]([O:3][C:4]1[CH:9]=[CH:8][CH:7]=[CH:6][C:5]=1[CH2:10][CH2:11][NH:12][C:13]1[S:14]/[C:15](=[CH:19]\[C:20]2[CH:21]=[C:22]3[C:27](=[CH:28][CH:29]=2)[N:26]=[CH:25][CH:24]=[C:23]3[O:30][CH2:31][CH3:32])/[C:16](=[O:18])[N:17]=1)[CH3:2].[CH3:33][S:34]([OH:37])(=[O:36])=[O:35].COC(C)(C)C, predict the reaction product. The product is: [CH3:33][S:34]([OH:37])(=[O:36])=[O:35].[CH2:1]([O:3][C:4]1[CH:9]=[CH:8][CH:7]=[CH:6][C:5]=1[CH2:10][CH2:11][NH:12][C:13]1[S:14]/[C:15](=[CH:19]\[C:20]2[CH:21]=[C:22]3[C:27](=[CH:28][CH:29]=2)[N:26]=[CH:25][CH:24]=[C:23]3[O:30][CH2:31][CH3:32])/[C:16](=[O:18])[N:17]=1)[CH3:2]. (2) Given the reactants [CH3:1][O:2][C:3](=[O:17])[C:4]1[CH:9]=[CH:8][C:7]([C:10]#[N:11])=[C:6]([O:12][N:13]=C(C)C)[CH:5]=1.[ClH:18], predict the reaction product. The product is: [ClH:18].[CH3:1][O:2][C:3]([C:4]1[CH:9]=[CH:8][C:7]2[C:10]([NH2:11])=[N:13][O:12][C:6]=2[CH:5]=1)=[O:17].